From a dataset of Reaction yield outcomes from USPTO patents with 853,638 reactions. Predict the reaction yield, written as a fraction of the theoretical maximum amount of product (1.0 means a 100% yield; for example, 0.34 means a 34% yield). (1) No catalyst specified. The reactants are FC(F)(F)C(O)=O.[Cl:8][C:9]1[CH:14]=[C:13]2[NH:15][C:16](=[O:38])[C:17]3([CH:21]([C:22]4[CH:27]=[CH:26][CH:25]=[C:24]([Cl:28])[C:23]=4[F:29])[CH:20]([C:30]([OH:32])=O)[NH:19][CH:18]3[CH2:33][C:34]([CH3:37])([CH3:36])[CH3:35])[C:12]2=[CH:11][CH:10]=1.C(N(C(C)C)CC)(C)C.C1(P(Cl)(C2C=CC=CC=2)=O)C=CC=CC=1.[NH2:63][C:64]1[CH:65]=[N:66][C:67]([C:70]#[N:71])=[N:68][CH:69]=1. The yield is 0.0900. The product is [C:70]([C:67]1[N:68]=[CH:69][C:64]([NH:63][C:30]([CH:20]2[NH:19][CH:18]([CH2:33][C:34]([CH3:37])([CH3:35])[CH3:36])[C:17]3([C:12]4[C:13](=[CH:14][C:9]([Cl:8])=[CH:10][CH:11]=4)[NH:15][C:16]3=[O:38])[CH:21]2[C:22]2[CH:27]=[CH:26][CH:25]=[C:24]([Cl:28])[C:23]=2[F:29])=[O:32])=[CH:65][N:66]=1)#[N:71]. (2) The reactants are [F:1][C:2]1[CH:3]=[C:4]([CH:7]=[CH:8][C:9]=1[O:10][CH3:11])[CH:5]=O.[C:12]([CH2:17][CH:18]=P(C1C=CC=CC=1)(C1C=CC=CC=1)C1C=CC=CC=1)([O:14][CH2:15][CH3:16])=[O:13]. The catalyst is C1COCC1. The product is [CH2:15]([O:14][C:12](=[O:13])/[C:17](/[CH3:18])=[CH:5]/[C:4]1[CH:7]=[CH:8][C:9]([O:10][CH3:11])=[C:2]([F:1])[CH:3]=1)[CH3:16]. The yield is 0.990. (3) The reactants are [CH2:1]([C:8]1[CH:13]=[C:12](Cl)[N:11]=[C:10]([Cl:15])[N:9]=1)[C:2]1[CH:7]=[CH:6][CH:5]=[CH:4][CH:3]=1.Cl.[CH3:17][O:18][C:19](=[O:22])[CH2:20][NH2:21].C(N(CC)CC)C. The catalyst is CN(C=O)C. The product is [CH3:17][O:18][C:19](=[O:22])[CH2:20][NH:21][C:12]1[CH:13]=[C:8]([CH2:1][C:2]2[CH:7]=[CH:6][CH:5]=[CH:4][CH:3]=2)[N:9]=[C:10]([Cl:15])[N:11]=1. The yield is 0.200.